This data is from Blood-brain barrier permeability classification from the B3DB database. The task is: Regression/Classification. Given a drug SMILES string, predict its absorption, distribution, metabolism, or excretion properties. Task type varies by dataset: regression for continuous measurements (e.g., permeability, clearance, half-life) or binary classification for categorical outcomes (e.g., BBB penetration, CYP inhibition). Dataset: b3db_classification. The result is 1 (penetrates BBB). The drug is CC1NCCOC1c1ccccc1.